From a dataset of Full USPTO retrosynthesis dataset with 1.9M reactions from patents (1976-2016). Predict the reactants needed to synthesize the given product. (1) Given the product [OH:26][CH2:25][CH2:24][C:21]1[CH:22]=[CH:23][C:18]([C:11]2[C:12]3[C:17](=[CH:16][CH:15]=[CH:14][CH:13]=3)[C:8]([N:7]3[CH2:6][CH2:5][N:4]([C:33]([C:35]4[CH:36]=[CH:37][CH:38]=[CH:39][CH:40]=4)=[O:34])[CH2:3][C@H:2]3[CH3:1])=[N:9][N:10]=2)=[CH:19][CH:20]=1, predict the reactants needed to synthesize it. The reactants are: [CH3:1][C@H:2]1[N:7]([C:8]2[C:17]3[C:12](=[CH:13][CH:14]=[CH:15][CH:16]=3)[C:11]([C:18]3[CH:23]=[CH:22][C:21]([CH2:24][CH2:25][O:26]C4CCCCO4)=[CH:20][CH:19]=3)=[N:10][N:9]=2)[CH2:6][CH2:5][N:4]([C:33]([C:35]2[CH:40]=[CH:39][CH:38]=[CH:37][CH:36]=2)=[O:34])[CH2:3]1.C1(C)C=CC(S(O)(=O)=O)=CC=1.C([O-])([O-])=O.[K+].[K+]. (2) Given the product [CH3:12][N:11]([C:1]([O:3][CH2:4][C:5]1[CH:10]=[CH:9][CH:8]=[CH:7][CH:6]=1)=[O:2])[CH2:13][C:14]([O:16][CH2:33][C:32]([C:23]1[CH:24]=[C:25]([C:28]([CH3:30])([CH3:29])[CH3:31])[C:26]([OH:27])=[C:21]([C:18]([CH3:20])([CH3:19])[CH3:17])[CH:22]=1)=[O:35])=[O:15], predict the reactants needed to synthesize it. The reactants are: [C:1]([N:11]([CH2:13][C:14]([OH:16])=[O:15])[CH3:12])([O:3][CH2:4][C:5]1[CH:10]=[CH:9][CH:8]=[CH:7][CH:6]=1)=[O:2].[CH3:17][C:18]([C:21]1[CH:22]=[C:23]([C:32](=[O:35])[CH2:33]Br)[CH:24]=[C:25]([C:28]([CH3:31])([CH3:30])[CH3:29])[C:26]=1[OH:27])([CH3:20])[CH3:19].C(=O)([O-])[O-].[Cs+].[Cs+].